From a dataset of NCI-60 drug combinations with 297,098 pairs across 59 cell lines. Regression. Given two drug SMILES strings and cell line genomic features, predict the synergy score measuring deviation from expected non-interaction effect. (1) Drug 1: CN(C)N=NC1=C(NC=N1)C(=O)N. Drug 2: COC1=NC(=NC2=C1N=CN2C3C(C(C(O3)CO)O)O)N. Cell line: OVCAR-5. Synergy scores: CSS=1.81, Synergy_ZIP=-0.0149, Synergy_Bliss=1.70, Synergy_Loewe=-0.618, Synergy_HSA=0.436. (2) Drug 1: CC12CCC(CC1=CCC3C2CCC4(C3CC=C4C5=CN=CC=C5)C)O. Drug 2: CC1C(C(CC(O1)OC2CC(OC(C2O)C)OC3=CC4=CC5=C(C(=O)C(C(C5)C(C(=O)C(C(C)O)O)OC)OC6CC(C(C(O6)C)O)OC7CC(C(C(O7)C)O)OC8CC(C(C(O8)C)O)(C)O)C(=C4C(=C3C)O)O)O)O. Cell line: HL-60(TB). Synergy scores: CSS=31.5, Synergy_ZIP=18.6, Synergy_Bliss=28.7, Synergy_Loewe=26.2, Synergy_HSA=23.3.